This data is from Full USPTO retrosynthesis dataset with 1.9M reactions from patents (1976-2016). The task is: Predict the reactants needed to synthesize the given product. (1) Given the product [O:1]1[C:5]2[CH:6]=[CH:7][CH:8]=[CH:9][C:4]=2[CH:3]=[C:2]1[C:10]([NH:37][CH2:38][CH2:39][O:40][C:41]1[CH:51]=[CH:50][C:44]([C:45]([O:47][CH2:48][CH3:49])=[O:46])=[CH:43][CH:42]=1)=[O:12], predict the reactants needed to synthesize it. The reactants are: [O:1]1[C:5]2[CH:6]=[CH:7][CH:8]=[CH:9][C:4]=2[CH:3]=[C:2]1[C:10]([OH:12])=O.CCN=C=NCCCN(C)C.Cl.C1C=CC2N(O)N=NC=2C=1.O.Cl.[NH2:37][CH2:38][CH2:39][O:40][C:41]1[CH:51]=[CH:50][C:44]([C:45]([O:47][CH2:48][CH3:49])=[O:46])=[CH:43][CH:42]=1.C(N(CC)CC)C. (2) The reactants are: [F:1][C:2]1[CH:10]=[CH:9][CH:8]=[CH:7][C:3]=1[C:4]([OH:6])=O.CCN=C=NCCCN(C)C.Cl.[C:23]([O:27][C:28]([CH3:31])([CH3:30])[CH3:29])(=[O:26])[NH:24][NH2:25].O. Given the product [F:1][C:2]1[CH:10]=[CH:9][CH:8]=[CH:7][C:3]=1[C:4]([NH:25][NH:24][C:23]([O:27][C:28]([CH3:31])([CH3:30])[CH3:29])=[O:26])=[O:6], predict the reactants needed to synthesize it. (3) Given the product [N:9]1([C:14]2[CH:21]=[CH:20][C:17]([CH:18]([NH2:19])[CH3:3])=[CH:16][CH:15]=2)[CH:13]=[CH:12][CH:11]=[N:10]1, predict the reactants needed to synthesize it. The reactants are: [BH4-].[Na+].[C:3](O)(=O)C(C)C.[N:9]1([C:14]2[CH:21]=[CH:20][C:17]([C:18]#[N:19])=[CH:16][CH:15]=2)[CH:13]=[CH:12][CH:11]=[N:10]1.C[Li]. (4) Given the product [ClH:41].[NH2:25][C@@H:21]1[CH2:22][CH2:23][CH2:24][N:19]([C:3]2[C:2]([Br:1])=[CH:7][N:6]=[C:5]3[NH:8][CH:9]=[C:10]([NH:11][C:12](=[O:17])[C:13]([CH3:16])([CH3:15])[CH3:14])[C:4]=23)[CH2:20]1, predict the reactants needed to synthesize it. The reactants are: [Br:1][C:2]1[C:3](F)=[C:4]2[C:10]([NH:11][C:12](=[O:17])[C:13]([CH3:16])([CH3:15])[CH3:14])=[CH:9][NH:8][C:5]2=[N:6][CH:7]=1.[NH:19]1[CH2:24][CH2:23][CH2:22][C@@H:21]([NH:25]C(=O)OC(C)(C)C)[CH2:20]1.C(O)(C(F)(F)F)=O.C(Cl)[Cl:41]. (5) Given the product [NH2:5][C:6]1[C:15]2[N:16]=[C:17]([CH2:33][CH2:34][OH:35])[N:18]([CH2:19][CH2:20][CH2:21][NH:22][S:23]([C:26]3[CH:27]=[CH:28][C:29]([CH3:32])=[CH:30][CH:31]=3)(=[O:25])=[O:24])[C:14]=2[C:13]2[CH:12]=[CH:11][CH:10]=[CH:9][C:8]=2[N:7]=1, predict the reactants needed to synthesize it. The reactants are: B(Br)(Br)Br.[NH2:5][C:6]1[C:15]2[N:16]=[C:17]([CH2:33][CH2:34][O:35]C)[N:18]([CH2:19][CH2:20][CH2:21][NH:22][S:23]([C:26]3[CH:31]=[CH:30][C:29]([CH3:32])=[CH:28][CH:27]=3)(=[O:25])=[O:24])[C:14]=2[C:13]2[CH:12]=[CH:11][CH:10]=[CH:9][C:8]=2[N:7]=1. (6) Given the product [C:7]([O:1][CH2:2][CH:3]([CH2:5][OH:6])[OH:4])(=[O:17])[CH2:8][CH2:9][CH2:10][CH2:11][CH2:12][CH2:13][CH2:14][CH2:15][CH2:16][CH2:20][CH2:21][CH3:22], predict the reactants needed to synthesize it. The reactants are: [OH:1][CH2:2][CH:3]([CH2:5][OH:6])[OH:4].[C:7](Cl)(=[O:17])[CH2:8][CH2:9][CH2:10][CH2:11][CH2:12][CH2:13][CH2:14][CH2:15][CH3:16].N1C=C[CH:22]=[CH:21][CH:20]=1.